This data is from Full USPTO retrosynthesis dataset with 1.9M reactions from patents (1976-2016). The task is: Predict the reactants needed to synthesize the given product. (1) Given the product [CH3:11][N:7]1[C:8]2[C:4](=[CH:3][C:2]([B:21]3[O:25][C:24]([CH3:27])([CH3:26])[C:23]([CH3:29])([CH3:28])[O:22]3)=[CH:10][CH:9]=2)[C:5]([C:12]2[CH:13]=[N:14][CH:15]=[CH:16][CH:17]=2)=[N:6]1, predict the reactants needed to synthesize it. The reactants are: Br[C:2]1[CH:3]=[C:4]2[C:8](=[CH:9][CH:10]=1)[N:7]([CH3:11])[N:6]=[C:5]2[C:12]1[CH:13]=[N:14][CH:15]=[CH:16][CH:17]=1.C(Cl)Cl.[B:21]1([B:21]2[O:25][C:24]([CH3:27])([CH3:26])[C:23]([CH3:29])([CH3:28])[O:22]2)[O:25][C:24]([CH3:27])([CH3:26])[C:23]([CH3:29])([CH3:28])[O:22]1.CC([O-])=O.[K+]. (2) Given the product [F:26][C:21]1[CH:20]=[C:19]([C:13]2[C:12]([CH2:11][O:10][C:7]3[CH:8]=[CH:9][C:4]([C:3]([OH:27])=[O:2])=[CH:5][N:6]=3)=[C:16]([CH2:17][OH:18])[O:15][N:14]=2)[CH:24]=[CH:23][C:22]=1[F:25], predict the reactants needed to synthesize it. The reactants are: C[O:2][C:3](=[O:27])[C:4]1[CH:9]=[CH:8][C:7]([O:10][CH2:11][C:12]2[C:13]([C:19]3[CH:24]=[CH:23][C:22]([F:25])=[C:21]([F:26])[CH:20]=3)=[N:14][O:15][C:16]=2[CH2:17][OH:18])=[N:6][CH:5]=1.O.[OH-].[Li+].Cl. (3) Given the product [NH2:12][C:10]1[S:11][C:7]([C@H:3]2[CH2:4][CH2:5][CH2:6][C@H:1]([C:13]3[S:17][C:16]([NH:18][C:37](=[O:38])[CH2:36][C:34]4[CH:33]=[CH:32][CH:31]=[C:30]([N:28]5[CH2:27][C:26]([F:25])([F:41])[CH2:29]5)[N:35]=4)=[N:15][N:14]=3)[CH2:2]2)=[N:8][N:9]=1, predict the reactants needed to synthesize it. The reactants are: [C@H:1]1([C:13]2[S:17][C:16]([NH2:18])=[N:15][N:14]=2)[CH2:6][CH2:5][CH2:4][C@H:3]([C:7]2[S:11][C:10]([NH2:12])=[N:9][N:8]=2)[CH2:2]1.C(O[K])(C)(C)C.[F:25][C:26]1([F:41])[CH2:29][N:28]([C:30]2[N:35]=[C:34]([CH2:36][C:37](OC)=[O:38])[CH:33]=[CH:32][CH:31]=2)[CH2:27]1. (4) Given the product [N:21]1[CH:20]=[CH:19][C:18]([C:17]2[C:10]([C:6]3[CH:5]=[C:4]([NH2:1])[CH:9]=[CH:8][CH:7]=3)=[N:11][N:12]3[CH2:16][CH2:15][S:14][C:13]=23)=[CH:23][CH:22]=1, predict the reactants needed to synthesize it. The reactants are: [N+:1]([C:4]1[CH:5]=[C:6]([C:10]2[C:17]([C:18]3[CH:23]=[CH:22][N:21]=[CH:20][CH:19]=3)=[C:13]3[S:14][CH2:15][CH2:16][N:12]3[N:11]=2)[CH:7]=[CH:8][CH:9]=1)([O-])=O.O1CCOCC1.O.[Cl-].[NH4+]. (5) Given the product [C:23]([NH:27][C:1](=[O:9])[C:2]1[CH:3]=[CH:4][N:5]=[CH:6][CH:7]=1)([CH3:26])([CH3:25])[CH3:24], predict the reactants needed to synthesize it. The reactants are: [C:1]([OH:9])(=O)[C:2]1[CH:7]=[CH:6][N:5]=[CH:4][CH:3]=1.C(N(CC)CC)C.ClC(OCC)=O.[C:23]([NH2:27])([CH3:26])([CH3:25])[CH3:24]. (6) Given the product [Cl:1][C:2]1[CH:7]=[CH:6][C:5]([S:8]([N:11]2[C@@H:16]([CH2:17][CH3:18])/[C:15](=[N:31]/[OH:32])/[C:14]3[NH:20][N:21]=[CH:22][C:13]=3[C@H:12]2[CH2:23][CH3:24])(=[O:10])=[O:9])=[CH:4][CH:3]=1, predict the reactants needed to synthesize it. The reactants are: [Cl:1][C:2]1[CH:7]=[CH:6][C:5]([S:8]([N:11]2[C@@H:16]([CH2:17][CH3:18])[C:15](=O)[C:14]3[NH:20][N:21]=[CH:22][C:13]=3[C@H:12]2[CH2:23][CH3:24])(=[O:10])=[O:9])=[CH:4][CH:3]=1.CC([O-])=O.[Na+].Cl.[NH2:31][OH:32].